From a dataset of Full USPTO retrosynthesis dataset with 1.9M reactions from patents (1976-2016). Predict the reactants needed to synthesize the given product. (1) The reactants are: NC(N)=O.[CH3:5][S:6][CH2:7][CH2:8][CH2:9][NH:10][S:11]([C:14]1[C:19]([Cl:20])=[CH:18][CH:17]=[C:16]([NH2:21])[C:15]=1[OH:22])(=[O:13])=[O:12].[Cl:23][C:24]1[C:29]([Cl:30])=[CH:28][CH:27]=[CH:26][C:25]=1[N:31]=[C:32]=[O:33]. Given the product [Cl:20][C:19]1[CH:18]=[CH:17][C:16]([NH:21][C:32]([NH:31][C:25]2[CH:26]=[CH:27][CH:28]=[C:29]([Cl:30])[C:24]=2[Cl:23])=[O:33])=[C:15]([OH:22])[C:14]=1[S:11]([NH:10][CH2:9][CH2:8][CH2:7][S:6][CH3:5])(=[O:13])=[O:12], predict the reactants needed to synthesize it. (2) Given the product [NH2:27][C:5]([CH2:11][CH2:12][C:13]1[CH:18]=[CH:17][C:16]([O:19][CH2:20][C:21]2[CH:26]=[CH:25][CH:24]=[CH:23][CH:22]=2)=[CH:15][CH:14]=1)([CH2:6][OH:7])[CH2:4][OH:3], predict the reactants needed to synthesize it. The reactants are: C([O:3][C:4](=O)[C:5]([NH:27]C(=O)C)([CH2:11][CH2:12][C:13]1[CH:18]=[CH:17][C:16]([O:19][CH2:20][C:21]2[CH:26]=[CH:25][CH:24]=[CH:23][CH:22]=2)=[CH:15][CH:14]=1)[C:6](OCC)=[O:7])C.[Cl-].[Cl-].[Ca+2].[BH4-].[Na+].[OH-].[Li+]. (3) Given the product [CH3:1][O:2][C:3]1[C:4](=[O:11])[CH:5]([C:12](=[O:18])[C:13]([O:15][CH2:16][CH3:17])=[O:14])[CH2:6][C:7]([CH3:9])([CH3:10])[CH:8]=1, predict the reactants needed to synthesize it. The reactants are: [CH3:1][O:2][C:3]1[C:4](=[O:11])[CH2:5][CH2:6][C:7]([CH3:10])([CH3:9])[CH:8]=1.[C:12](OCC)(=[O:18])[C:13]([O:15][CH2:16][CH3:17])=[O:14].C[Si]([N-][Si](C)(C)C)(C)C.[Li+]. (4) Given the product [OH:23][CH2:22][C:17]1[CH:18]=[C:19]([O:20][CH3:21])[C:14]([B:32]([OH:37])[OH:33])=[C:15]([O:24][CH3:25])[CH:16]=1, predict the reactants needed to synthesize it. The reactants are: O.C1(C)C=CC(S(O)(=O)=O)=CC=1.Br[C:14]1[C:19]([O:20][CH3:21])=[CH:18][C:17]([CH2:22][OH:23])=[CH:16][C:15]=1[O:24][CH3:25].O1C=CCCC1.[B:32](OC(C)C)([O:37]C(C)C)[O:33]C(C)C.Cl.[OH-].[Na+]. (5) Given the product [CH2:1]([N:5]1[C:13]2[C:12](=[O:31])[NH:11][C:10]([Cl:15])=[N:9][C:8]=2[N:7]=[C:6]1[N:16]1[CH2:21][CH2:20][N:19]([C:22]([O:24][C:25]([CH3:28])([CH3:27])[CH3:26])=[O:23])[CH2:18][CH2:17]1)[C:2]#[C:3][CH3:4], predict the reactants needed to synthesize it. The reactants are: [CH2:1]([N:5]1[C:13]2[C:8](=[N:9][C:10]([Cl:15])=[N:11][C:12]=2Cl)[N:7]=[C:6]1[N:16]1[CH2:21][CH2:20][N:19]([C:22]([O:24][C:25]([CH3:28])([CH3:27])[CH3:26])=[O:23])[CH2:18][CH2:17]1)[C:2]#[C:3][CH3:4].C([O-])(=[O:31])C.[Na+]. (6) The reactants are: [N:1]1[C:6]2[CH:7]=[C:8]3[N:13]([C:5]=2[CH:4]=[CH:3][CH:2]=1)[CH2:12][CH2:11][CH2:10][CH2:9]3.C1C(=O)N([Br:21])C(=O)C1.C([O-])(O)=O.[Na+]. Given the product [Br:21][C:7]1[C:6]2[N:1]=[CH:2][CH:3]=[CH:4][C:5]=2[N:13]2[C:8]=1[CH2:9][CH2:10][CH2:11][CH2:12]2, predict the reactants needed to synthesize it. (7) Given the product [CH3:22][S:21]([C:18]1[S:17][C:16]([CH2:15][N:2]([CH3:1])[C:3]([C:5]23[CH2:12][CH:11]4[CH2:10][CH:9]([CH2:8][CH:7]([CH2:13]4)[CH2:6]2)[CH2:14]3)=[O:4])=[CH:20][CH:19]=1)=[O:31], predict the reactants needed to synthesize it. The reactants are: [CH3:1][N:2]([CH2:15][C:16]1[S:17][C:18]([S:21][CH3:22])=[CH:19][CH:20]=1)[C:3]([C:5]12[CH2:14][CH:9]3[CH2:10][CH:11]([CH2:13][CH:7]([CH2:8]3)[CH2:6]1)[CH2:12]2)=[O:4].C1C=C(Cl)C=C(C(OO)=[O:31])C=1.